This data is from Full USPTO retrosynthesis dataset with 1.9M reactions from patents (1976-2016). The task is: Predict the reactants needed to synthesize the given product. (1) Given the product [Br:1][C:2]1[CH:3]=[CH:4][C:5]([N:8]2[CH2:21][CH2:20][C:10]3([CH2:11][CH2:15][N:14]([CH:16]4[CH2:17][CH2:18][CH2:19]4)[CH2:13][CH2:12]3)[CH2:9]2)=[N:6][CH:7]=1, predict the reactants needed to synthesize it. The reactants are: [Br:1][C:2]1[CH:3]=[CH:4][C:5]([N:8]2[CH2:21][CH2:20][C:11]3([CH2:15][N:14]([CH:16]4[CH2:19][CH2:18][CH2:17]4)[CH2:13][CH2:12]3)[CH2:10][CH2:9]2)=[N:6][CH:7]=1.C1(N2CCC3(CNCC3)CC2)CCC1. (2) Given the product [ClH:1].[Cl:1][C:2]1[CH:3]=[C:4]([CH2:17][N:18]2[C:22]([CH3:23])=[CH:21][C:20]([C:24]([NH:26][C:27]3[CH:32]=[CH:31][C:30]([CH2:33][N:42]4[CH2:47][CH2:46][NH:45][CH2:44][CH2:43]4)=[CH:29][N:28]=3)=[O:25])=[N:19]2)[C:5]2[O:9][C:8]([C:10]3[CH:11]=[CH:12][CH:13]=[CH:14][CH:15]=3)=[CH:7][C:6]=2[CH:16]=1, predict the reactants needed to synthesize it. The reactants are: [Cl:1][C:2]1[CH:3]=[C:4]([CH2:17][N:18]2[C:22]([CH3:23])=[CH:21][C:20]([C:24]([NH:26][C:27]3[CH:32]=[CH:31][C:30]([CH:33]=O)=[CH:29][N:28]=3)=[O:25])=[N:19]2)[C:5]2[O:9][C:8]([C:10]3[CH:15]=[CH:14][CH:13]=[CH:12][CH:11]=3)=[CH:7][C:6]=2[CH:16]=1.C([N:42]1[CH2:47][CH2:46][NH:45][CH2:44][CH2:43]1)(OC(C)(C)C)=O.[BH-](OC(C)=O)(OC(C)=O)OC(C)=O.[Na+]. (3) Given the product [C:4]([C:3]1[C:2]([NH:1][C:42]([NH:41][CH2:39][CH3:40])=[O:43])=[N:9][C:8]([C:10]2[CH:11]=[CH:12][C:13]([CH2:16][N:17]3[CH2:18][CH2:19][CH:20]([N:23]4[C:27]5[CH:28]=[CH:29][CH:30]=[CH:31][C:26]=5[NH:25][C:24]4=[O:32])[CH2:21][CH2:22]3)=[CH:14][CH:15]=2)=[C:7]([C:33]2[CH:38]=[CH:37][CH:36]=[CH:35][CH:34]=2)[CH:6]=1)#[N:5], predict the reactants needed to synthesize it. The reactants are: [NH2:1][C:2]1[N:9]=[C:8]([C:10]2[CH:15]=[CH:14][C:13]([CH2:16][N:17]3[CH2:22][CH2:21][CH:20]([N:23]4[C:27]5[CH:28]=[CH:29][CH:30]=[CH:31][C:26]=5[NH:25][C:24]4=[O:32])[CH2:19][CH2:18]3)=[CH:12][CH:11]=2)[C:7]([C:33]2[CH:38]=[CH:37][CH:36]=[CH:35][CH:34]=2)=[CH:6][C:3]=1[C:4]#[N:5].[CH2:39]([N:41]=[C:42]=[O:43])[CH3:40]. (4) Given the product [NH2:16][C:10]1[O:11][CH2:12][C:13]([F:14])([F:15])[C@:8]([C:6]2[CH:7]=[C:2]([NH:1][C:27]([C:24]3[CH:23]=[N:22][C:21]([C:20]([F:30])([F:19])[F:31])=[CH:26][N:25]=3)=[O:28])[CH:3]=[CH:4][C:5]=2[F:18])([CH3:17])[N:9]=1, predict the reactants needed to synthesize it. The reactants are: [NH2:1][C:2]1[CH:3]=[CH:4][C:5]([F:18])=[C:6]([C@:8]2([CH3:17])[C:13]([F:15])([F:14])[CH2:12][O:11][C:10]([NH2:16])=[N:9]2)[CH:7]=1.[F:19][C:20]([F:31])([F:30])[C:21]1[N:22]=[CH:23][C:24]([C:27](O)=[O:28])=[N:25][CH:26]=1. (5) The reactants are: [OH:1][C@H:2]([CH2:31][O:32]C1C=CN=C(/N=N/C2C=CC([N+]([O-])=O)=CC=2)C=1)[CH2:3][NH:4][CH2:5][CH2:6][C:7]1[CH:30]=[CH:29][C:10]([NH:11][CH:12]2[CH2:17][CH2:16][N:15]([C:18]([NH:20][CH2:21][CH2:22][CH2:23][CH2:24][CH2:25][CH2:26][CH2:27][CH3:28])=[O:19])[CH2:14][CH2:13]2)=[CH:9][CH:8]=1.[H][H].[CH2:52](O)[CH3:53]. Given the product [CH2:21]([NH:20][C:18]([N:15]1[CH2:16][CH2:17][CH:12]([NH:11][C:10]2[CH:9]=[CH:8][C:7]([CH2:6][CH2:5][NH:4][CH2:3][C@H:2]([OH:1])[CH2:31][O:32][C:13]3[CH:14]=[N:15][C:18]([NH2:20])=[CH:52][CH:53]=3)=[CH:30][CH:29]=2)[CH2:13][CH2:14]1)=[O:19])[CH2:22][CH2:23][CH2:24][CH2:25][CH2:26][CH2:27][CH3:28], predict the reactants needed to synthesize it.